This data is from Forward reaction prediction with 1.9M reactions from USPTO patents (1976-2016). The task is: Predict the product of the given reaction. (1) Given the reactants [BH-](OC(C)=O)(OC(C)=O)OC(C)=O.[Na+].[CH:15]([C:17]1[CH:22]=[C:21]([O:23][CH3:24])[CH:20]=[CH:19][C:18]=1[C:25]1[CH:26]=[CH:27][C:28]([C:31]([NH:33][CH2:34][CH2:35][C:36]([O:38][CH2:39][CH3:40])=[O:37])=[O:32])=[N:29][CH:30]=1)=O.[Cl:41][C:42]1[CH:47]=[C:46]([Cl:48])[CH:45]=[CH:44][C:43]=1[C:49]1[CH:54]=[CH:53][C:52]([NH2:55])=[CH:51][CH:50]=1.CC(O)=O, predict the reaction product. The product is: [Cl:41][C:42]1[CH:47]=[C:46]([Cl:48])[CH:45]=[CH:44][C:43]=1[C:49]1[CH:54]=[CH:53][C:52]([NH:55][CH2:15][C:17]2[CH:22]=[C:21]([O:23][CH3:24])[CH:20]=[CH:19][C:18]=2[C:25]2[CH:26]=[CH:27][C:28]([C:31]([NH:33][CH2:34][CH2:35][C:36]([O:38][CH2:39][CH3:40])=[O:37])=[O:32])=[N:29][CH:30]=2)=[CH:51][CH:50]=1. (2) Given the reactants Br[C:2]1[C:3]([CH3:16])=[C:4]([O:13][CH2:14][CH3:15])[C:5]2[O:9][CH:8]([CH3:10])[CH2:7][C:6]=2[C:11]=1[CH3:12].[CH3:17][C:18]1[CH:23]=[CH:22][C:21]([N:24]2[CH2:29][CH2:28][NH:27][CH2:26][CH2:25]2)=[CH:20][CH:19]=1, predict the reaction product. The product is: [CH2:14]([O:13][C:4]1[C:5]2[O:9][CH:8]([CH3:10])[CH2:7][C:6]=2[C:11]([CH3:12])=[C:2]([N:27]2[CH2:28][CH2:29][N:24]([C:21]3[CH:22]=[CH:23][C:18]([CH3:17])=[CH:19][CH:20]=3)[CH2:25][CH2:26]2)[C:3]=1[CH3:16])[CH3:15].